Dataset: Forward reaction prediction with 1.9M reactions from USPTO patents (1976-2016). Task: Predict the product of the given reaction. The product is: [CH2:1]([N:5]1[CH2:8][CH:7]([C:9]2[N:14]=[CH:13][C:12]([NH:15][S:16]([C:19]3[CH:24]=[CH:23][C:22]([O:25][C:26]([F:28])([F:29])[F:27])=[CH:21][CH:20]=3)(=[O:18])=[O:17])=[CH:11][CH:10]=2)[CH2:6]1)[CH2:2][CH3:3]. Given the reactants [C:1]([N:5]1[CH2:8][CH:7]([C:9]2[N:14]=[CH:13][C:12]([NH:15][S:16]([C:19]3[CH:24]=[CH:23][C:22]([O:25][C:26]([F:29])([F:28])[F:27])=[CH:21][CH:20]=3)(=[O:18])=[O:17])=[CH:11][CH:10]=2)[CH2:6]1)(=O)[CH2:2][CH3:3].B.C1COCC1, predict the reaction product.